Dataset: Catalyst prediction with 721,799 reactions and 888 catalyst types from USPTO. Task: Predict which catalyst facilitates the given reaction. (1) Reactant: [F:1][C:2]1[CH:3]=[C:4]([C:9]2[CH:14]=[C:13]([C:15]([F:18])([F:17])[F:16])[N:12]=[C:11]([N:19]3[CH:23]=[C:22]([Sn](CCCC)(CCCC)CCCC)[N:21]=[CH:20]3)[N:10]=2)[CH:5]=[CH:6][C:7]=1[F:8].[CH3:37][C:38]([NH:41][S:42]([C:45]1[S:49][C:48](Br)=[CH:47][CH:46]=1)(=[O:44])=[O:43])([CH3:40])[CH3:39].CCCCCC. Product: [C:38]([NH:41][S:42]([C:45]1[S:49][C:48]([C:22]2[N:21]=[CH:20][N:19]([C:11]3[N:10]=[C:9]([C:4]4[CH:5]=[CH:6][C:7]([F:8])=[C:2]([F:1])[CH:3]=4)[CH:14]=[C:13]([C:15]([F:18])([F:17])[F:16])[N:12]=3)[CH:23]=2)=[CH:47][CH:46]=1)(=[O:43])=[O:44])([CH3:40])([CH3:37])[CH3:39]. The catalyst class is: 109. (2) Reactant: [CH2:1]([O:3][C:4](=[O:19])[CH2:5][N:6]([C:12]([O:14][C:15]([CH3:18])([CH3:17])[CH3:16])=[O:13])[CH2:7][CH2:8][C:9](=[O:11])[CH3:10])[CH3:2].CC(C)([O-])C.[K+]. Product: [CH3:2][CH2:1][O:3][C:4]([CH:5]1[C:9]([OH:11])([CH3:10])[CH2:8][CH2:7][N:6]1[C:12]([O:14][C:15]([CH3:18])([CH3:17])[CH3:16])=[O:13])=[O:19]. The catalyst class is: 11. (3) Reactant: [Br:1][C:2]1[CH:3]=[C:4]([CH:8]=[CH:9][C:10]=1[O:11][CH3:12])[C:5]([O-:7])=[O:6].C1COCC1.[Li+].[OH-].Cl. Product: [Br:1][C:2]1[CH:3]=[C:4]([CH:8]=[CH:9][C:10]=1[O:11][CH3:12])[C:5]([OH:7])=[O:6]. The catalyst class is: 5. (4) Product: [CH2:2]([NH:4][C:19](=[O:18])[NH:20][C:21]1[CH:26]=[C:25]([O:27][C:28]2[CH:29]=[CH:30][C:31]([NH:34][C:35]([C:37]3[C:38](=[O:50])[N:39]([C:44]4[CH:49]=[CH:48][CH:47]=[CH:46][CH:45]=4)[N:40]([CH3:43])[C:41]=3[CH3:42])=[O:36])=[CH:32][CH:33]=2)[CH:24]=[CH:23][N:22]=1)[CH3:3]. The catalyst class is: 37. Reactant: Cl.[CH2:2]([NH2:4])[CH3:3].CCN(CC)CC.C1([O:18][C:19](=O)[NH:20][C:21]2[CH:26]=[C:25]([O:27][C:28]3[CH:33]=[CH:32][C:31]([NH:34][C:35]([C:37]4[C:38](=[O:50])[N:39]([C:44]5[CH:49]=[CH:48][CH:47]=[CH:46][CH:45]=5)[N:40]([CH3:43])[C:41]=4[CH3:42])=[O:36])=[CH:30][CH:29]=3)[CH:24]=[CH:23][N:22]=2)C=CC=CC=1. (5) Reactant: Cl.[Br:2][C:3]1[CH:23]=[CH:22][C:6]([CH2:7][CH:8]2[C:17]3[C:12](=[CH:13][C:14]([O:20][CH3:21])=[C:15]([O:18][CH3:19])[CH:16]=3)[CH2:11][CH2:10][NH:9]2)=[CH:5][CH:4]=1.[C:24]([O:28][C:29](O[C:29]([O:28][C:24]([CH3:27])([CH3:26])[CH3:25])=[O:30])=[O:30])([CH3:27])([CH3:26])[CH3:25].C(N(CC)CC)C. Product: [C:24]([O:28][C:29]([N:9]1[CH2:10][CH2:11][C:12]2[C:17](=[CH:16][C:15]([O:18][CH3:19])=[C:14]([O:20][CH3:21])[CH:13]=2)[CH:8]1[CH2:7][C:6]1[CH:5]=[CH:4][C:3]([Br:2])=[CH:23][CH:22]=1)=[O:30])([CH3:27])([CH3:26])[CH3:25]. The catalyst class is: 7. (6) Reactant: [O:1]=[O+][O-].[CH2:4]([O:7][CH:8]1[CH2:25][CH2:24][C:11]2([CH2:16][CH2:15][N:14]([C:17]([O:19][C:20]([CH3:23])([CH3:22])[CH3:21])=[O:18])[CH2:13][CH2:12]2)[CH2:10][CH2:9]1)[CH:5]=C.CSC. Product: [O:1]=[CH:5][CH2:4][O:7][CH:8]1[CH2:9][CH2:10][C:11]2([CH2:12][CH2:13][N:14]([C:17]([O:19][C:20]([CH3:22])([CH3:23])[CH3:21])=[O:18])[CH2:15][CH2:16]2)[CH2:24][CH2:25]1. The catalyst class is: 5. (7) Reactant: [N:1]1[CH:6]=[CH:5][C:4]([CH:7]=O)=[CH:3][N:2]=1.[CH3:9][O:10][C:11]([CH:13]=P(C1C=CC=CC=1)(C1C=CC=CC=1)C1C=CC=CC=1)=[O:12].O. The catalyst class is: 4. Product: [CH3:9][O:10][C:11](=[O:12])[CH:13]=[CH:7][C:4]1[CH:5]=[CH:6][N:1]=[N:2][CH:3]=1.